This data is from Full USPTO retrosynthesis dataset with 1.9M reactions from patents (1976-2016). The task is: Predict the reactants needed to synthesize the given product. (1) Given the product [OH:27][CH:24]1[CH2:25][CH2:26][CH:21]([NH:20][C:17](=[O:19])/[CH:16]=[CH:15]/[C:10]2[CH:11]=[CH:12][CH:13]=[CH:14][C:9]=2[S:8][C:5]2[CH:4]=[CH:3][C:2]([CH3:1])=[CH:7][CH:6]=2)[CH2:22][CH2:23]1, predict the reactants needed to synthesize it. The reactants are: [CH3:1][C:2]1[CH:7]=[CH:6][C:5]([S:8][C:9]2[CH:14]=[CH:13][CH:12]=[CH:11][C:10]=2/[CH:15]=[CH:16]/[C:17]([OH:19])=O)=[CH:4][CH:3]=1.[NH2:20][CH:21]1[CH2:26][CH2:25][CH:24]([OH:27])[CH2:23][CH2:22]1. (2) Given the product [N+:1]([C:4]1[C:5]2[C:9]([CH:10]=[CH:11][CH:12]=1)=[N:8][N:7]([CH2:21][CH2:22][N:23]1[CH2:28][CH2:27][CH2:26][CH2:25][CH2:24]1)[CH:6]=2)([O-:3])=[O:2], predict the reactants needed to synthesize it. The reactants are: [N+:1]([C:4]1[CH:12]=[CH:11][CH:10]=[C:9]2[C:5]=1[CH:6]=[N:7][NH:8]2)([O-:3])=[O:2].C(=O)([O-])[O-].[K+].[K+].Cl.Cl[CH2:21][CH2:22][N:23]1[CH2:28][CH2:27][CH2:26][CH2:25][CH2:24]1.